This data is from HIV replication inhibition screening data with 41,000+ compounds from the AIDS Antiviral Screen. The task is: Binary Classification. Given a drug SMILES string, predict its activity (active/inactive) in a high-throughput screening assay against a specified biological target. (1) The molecule is O=c1c(=Cc2ccc(Cl)cc2)sc2nc(-c3ccccc3)nn12. The result is 0 (inactive). (2) The compound is CCOC(=O)C1=C(N)Oc2cc(O)cc(O)c2C1c1ccccc1. The result is 0 (inactive). (3) The drug is C[PH](C)(C)[Ir+]12([PH](C)(C)C)([PH](C)(C)C)C3=C1CCC(C1C=Cc4ccccc41)[C-]2CC3. The result is 0 (inactive). (4) The drug is CC1(C)CCCC(C)(C)N1[P-]12C(=O)[P-]3(N4C(C)(C)CCCC4(C)C)[Fe+]1(C#[O+])(C#[O+])(C#[O+])[Fe+]23(C#[O+])(C#[O+])C#[O+]. The result is 0 (inactive). (5) The result is 0 (inactive). The drug is COc1ccc(N2C(Cl)C(=O)C2c2c[nH]c3ccccc23)cc1. (6) The compound is CCO.CCOC(=O)Nc1cc2c(c(N)n1)N=C(CN(C)c1ccccc1)CN2. The result is 0 (inactive).